Dataset: Full USPTO retrosynthesis dataset with 1.9M reactions from patents (1976-2016). Task: Predict the reactants needed to synthesize the given product. Given the product [N:3]1([C:2]2[N:16]=[CH:15][CH:14]=[CH:13][N:12]=2)[CH:4]=[CH:6][CH:9]=[CH:7]1.[N:17]1([C:15]2[CH:14]=[CH:13][N:12]=[CH:11][N:16]=2)[CH:18]=[CH:19][CH:20]=[CH:21]1, predict the reactants needed to synthesize it. The reactants are: C[CH2:2][N:3]([CH:7]([CH3:9])C)[CH:4]([CH3:6])C.Cl[C:11]1[N:16]=[C:15]([N:17]2[CH:21]=[CH:20][CH:19]=[CH:18]2)[CH:14]=[C:13](Cl)[N:12]=1.